Dataset: Forward reaction prediction with 1.9M reactions from USPTO patents (1976-2016). Task: Predict the product of the given reaction. (1) The product is: [CH2:1]([N:3]1[C:7]2[N:8]=[C:9]([C:18]3[CH:19]=[CH:20][C:21]([NH:24][C:25]([NH:27][C:28]4[CH:29]=[CH:30][C:31]([C:32]([OH:34])=[O:33])=[CH:36][CH:37]=4)=[O:26])=[CH:22][CH:23]=3)[N:10]=[C:11]([N:12]3[CH2:17][CH2:16][O:15][CH2:14][CH2:13]3)[C:6]=2[N:5]=[N:4]1)[CH3:2]. Given the reactants [CH2:1]([N:3]1[C:7]2[N:8]=[C:9]([C:18]3[CH:23]=[CH:22][C:21]([NH:24][C:25]([NH:27][C:28]4[CH:37]=[CH:36][C:31]([C:32]([O:34]C)=[O:33])=[CH:30][CH:29]=4)=[O:26])=[CH:20][CH:19]=3)[N:10]=[C:11]([N:12]3[CH2:17][CH2:16][O:15][CH2:14][CH2:13]3)[C:6]=2[N:5]=[N:4]1)[CH3:2].[OH-].[Na+].Cl, predict the reaction product. (2) Given the reactants [Cl:1][C:2]1[CH:11]=[CH:10][C:9]2[C:4](=[CH:5][CH:6]=[C:7]([N+:12]([O-])=O)[CH:8]=2)[N:3]=1.[NH4+].[Cl-].CCO, predict the reaction product. The product is: [Cl:1][C:2]1[CH:11]=[CH:10][C:9]2[C:4](=[CH:5][CH:6]=[C:7]([NH2:12])[CH:8]=2)[N:3]=1. (3) Given the reactants [H-].[Na+].[OH:3][C:4]1[CH:9]=[C:8]([C:10]([O:12][CH2:13][CH3:14])=[O:11])[N:7]=[C:6]([C:15]([O:17][CH2:18][CH3:19])=[O:16])[CH:5]=1.I[CH3:21].O, predict the reaction product. The product is: [CH3:21][O:3][C:4]1[CH:5]=[C:6]([C:15]([O:17][CH2:18][CH3:19])=[O:16])[N:7]=[C:8]([C:10]([O:12][CH2:13][CH3:14])=[O:11])[CH:9]=1. (4) Given the reactants [CH2:1]([C@H:8]1[CH2:12][O:11][C:10](=[O:13])[N:9]1[C:14](=[O:33])[CH2:15][C@@H:16]([C:22]1[CH:27]=[CH:26][C:25]([O:28][CH2:29][CH:30](Br)[CH3:31])=[CH:24][CH:23]=1)[C:17]1[CH:21]=[CH:20][O:19][N:18]=1)[C:2]1[CH:7]=[CH:6][CH:5]=[CH:4][CH:3]=1.C(=O)([O-])[O-].[Cs+].[Cs+].[F:40][C:41]([F:50])([F:49])[C:42]1[CH:47]=[CH:46][C:45]([OH:48])=[CH:44][CH:43]=1, predict the reaction product. The product is: [CH2:1]([C@H:8]1[CH2:12][O:11][C:10](=[O:13])[N:9]1[C:14](=[O:33])[CH2:15][C@H:16]([C:17]1[CH:21]=[CH:20][O:19][N:18]=1)[C:22]1[CH:27]=[CH:26][C:25]([O:28][CH2:29][CH:30]([O:48][C:45]2[CH:46]=[CH:47][C:42]([C:41]([F:40])([F:49])[F:50])=[CH:43][CH:44]=2)[CH3:31])=[CH:24][CH:23]=1)[C:2]1[CH:7]=[CH:6][CH:5]=[CH:4][CH:3]=1. (5) Given the reactants [O:1]1[CH:5]=[CH:4][C:3]([C:6]([OH:8])=O)=[CH:2]1.Cl.CN(C)CCCN=C=NCC.[O:21]1[CH2:26][CH2:25][CH2:24][CH2:23][CH:22]1[N:27]1[C:35]2[C:30](=[CH:31][C:32]([C:36]3[N:40]=[CH:39][N:38]([C:41]([C:54]4[CH:59]=[CH:58][CH:57]=[CH:56][CH:55]=4)([C:48]4[CH:53]=[CH:52][CH:51]=[CH:50][CH:49]=4)[C:42]4[CH:47]=[CH:46][CH:45]=[CH:44][CH:43]=4)[N:37]=3)=[CH:33][CH:34]=2)[C:29]([C:60]2[CH:61]=[C:62]([NH2:66])[CH:63]=[CH:64][CH:65]=2)=[N:28]1, predict the reaction product. The product is: [O:1]1[CH:5]=[CH:4][C:3]([C:6]([NH:66][C:62]2[CH:63]=[CH:64][CH:65]=[C:60]([C:29]3[C:30]4[C:35](=[CH:34][CH:33]=[C:32]([C:36]5[N:40]=[CH:39][N:38]([C:41]([C:42]6[CH:43]=[CH:44][CH:45]=[CH:46][CH:47]=6)([C:48]6[CH:53]=[CH:52][CH:51]=[CH:50][CH:49]=6)[C:54]6[CH:59]=[CH:58][CH:57]=[CH:56][CH:55]=6)[N:37]=5)[CH:31]=4)[N:27]([CH:22]4[CH2:23][CH2:24][CH2:25][CH2:26][O:21]4)[N:28]=3)[CH:61]=2)=[O:8])=[CH:2]1.